Dataset: Full USPTO retrosynthesis dataset with 1.9M reactions from patents (1976-2016). Task: Predict the reactants needed to synthesize the given product. (1) Given the product [Cl:1][C:2]1[C:3]([N:30]2[CH2:31][CH2:32][CH:28]([NH2:27])[CH2:29]2)=[C:4]2[NH:10][C:9]([C:11]3[CH:12]=[CH:13][C:14]([O:17][CH2:18][CH2:19][N:20]4[CH2:21][CH2:22][O:23][CH2:24][CH2:25]4)=[CH:15][CH:16]=3)=[N:8][C:5]2=[N:6][CH:7]=1, predict the reactants needed to synthesize it. The reactants are: [Cl:1][C:2]1[C:3](Cl)=[C:4]2[N:10]=[C:9]([C:11]3[CH:16]=[CH:15][C:14]([O:17][CH2:18][CH2:19][N:20]4[CH2:25][CH2:24][O:23][CH2:22][CH2:21]4)=[CH:13][CH:12]=3)[NH:8][C:5]2=[N:6][CH:7]=1.[NH2:27][CH:28]1[CH2:32][CH2:31][NH:30][CH2:29]1. (2) The reactants are: [CH2:1]([O:3][C:4](=[O:32])[C:5]([O:8][C:9]1[CH:14]=[CH:13][C:12]([O:15][CH2:16][CH2:17][C:18]2[N:19]=[C:20]([C:24]3[CH:29]=[CH:28][CH:27]=[CH:26][CH:25]=3)[O:21][C:22]=2[CH3:23])=[CH:11][C:10]=1[CH2:30][OH:31])([CH3:7])[CH3:6])[CH3:2].[CH3:33]I.[H-].[Na+].S(=O)(=O)(O)O. Given the product [CH2:1]([O:3][C:4](=[O:32])[C:5]([O:8][C:9]1[CH:14]=[CH:13][C:12]([O:15][CH2:16][CH2:17][C:18]2[N:19]=[C:20]([C:24]3[CH:29]=[CH:28][CH:27]=[CH:26][CH:25]=3)[O:21][C:22]=2[CH3:23])=[CH:11][C:10]=1[CH2:30][O:31][CH3:33])([CH3:7])[CH3:6])[CH3:2], predict the reactants needed to synthesize it.